Dataset: Full USPTO retrosynthesis dataset with 1.9M reactions from patents (1976-2016). Task: Predict the reactants needed to synthesize the given product. (1) Given the product [F:18][C:15]([F:16])([F:17])[C@H:10]1[O:11][C@@H:12]([CH3:14])[CH2:13][NH:8][CH2:9]1, predict the reactants needed to synthesize it. The reactants are: C([N:8]1[CH2:13][C@H:12]([CH3:14])[O:11][C@H:10]([C:15]([F:18])([F:17])[F:16])[CH2:9]1)C1C=CC=CC=1.[H][H]. (2) Given the product [Cl:1][C:2]1[S:6][C:5]([C:7]([NH:9][NH:10][C:12]([NH:11][CH2:14][CH2:15][O:16][CH3:17])=[O:13])=[O:8])=[CH:4][CH:3]=1, predict the reactants needed to synthesize it. The reactants are: [Cl:1][C:2]1[S:6][C:5]([C:7]([NH:9][NH2:10])=[O:8])=[CH:4][CH:3]=1.[N:11]([CH2:14][CH2:15][O:16][CH3:17])=[C:12]=[O:13]. (3) Given the product [CH:1]1([OH:19])[CH2:6][CH2:5][CH2:4][CH2:3][CH2:2]1.[C:22]1(=[O:35])[CH2:23][CH2:24][CH2:25][CH2:32][CH2:33]1.[C:20]([OH:19])(=[O:21])[CH2:22][CH2:23][CH2:24][CH2:25][C:26]([OH:27])=[O:35].[C:20]([OH:19])(=[O:21])[CH2:22][CH2:23][CH2:24][C:29]([OH:30])=[O:35], predict the reactants needed to synthesize it. The reactants are: [CH2:1]1[CH2:6][CH2:5][CH2:4][CH2:3][CH2:2]1.C([O:19][C:20]([C:22]1[CH:23]=[C:24]2[C:29](=[O:30])N(O)[C:26](=[O:27])[C:25]2=[CH:32][CH:33]=1)=[O:21])CCCCCCCCCCC.[N+]([O-])=[O:35]. (4) Given the product [F:29][C:30]([F:35])([F:34])[C:31]([OH:33])=[O:32].[NH2:8][C:9]1[NH:13][C:12]2[CH:14]=[CH:15][C:16]([O:18][S:19]([C:22]3[CH:27]=[CH:26][C:25]([F:28])=[CH:24][CH:23]=3)(=[O:20])=[O:21])=[CH:17][C:11]=2[N:10]=1, predict the reactants needed to synthesize it. The reactants are: C(OC([NH:8][C:9]1[NH:13][C:12]2[CH:14]=[CH:15][C:16]([O:18][S:19]([C:22]3[CH:27]=[CH:26][C:25]([F:28])=[CH:24][CH:23]=3)(=[O:21])=[O:20])=[CH:17][C:11]=2[N:10]=1)=O)(C)(C)C.[F:29][C:30]([F:35])([F:34])[C:31]([OH:33])=[O:32].